Dataset: Catalyst prediction with 721,799 reactions and 888 catalyst types from USPTO. Task: Predict which catalyst facilitates the given reaction. (1) Reactant: [BH4-].[Na+].[CH3:3][O:4][CH2:5][O:6][C:7]1[CH:12]=[C:11]([O:13][CH2:14][O:15][CH3:16])[CH:10]=[CH:9][C:8]=1[CH:17]1[CH2:22][CH2:21][CH2:20][C:19](=[N:23]O)[CH2:18]1.O. Product: [CH3:3][O:4][CH2:5][O:6][C:7]1[CH:12]=[C:11]([O:13][CH2:14][O:15][CH3:16])[CH:10]=[CH:9][C:8]=1[CH:17]1[CH2:22][CH2:21][CH2:20][CH:19]([NH2:23])[CH2:18]1. The catalyst class is: 652. (2) Reactant: [C:1]([C:3]1[CH:4]=[C:5]([NH:9][C:10](=[O:20])[CH:11]=[CH:12][C:13]2[CH:18]=[CH:17][CH:16]=[CH:15][C:14]=2[Cl:19])[CH:6]=[CH:7][CH:8]=1)#[N:2].C(N)(=[S:23])C.Cl. Product: [NH2:2][C:1]([C:3]1[CH:4]=[C:5]([NH:9][C:10](=[O:20])[CH:11]=[CH:12][C:13]2[CH:18]=[CH:17][CH:16]=[CH:15][C:14]=2[Cl:19])[CH:6]=[CH:7][CH:8]=1)=[S:23]. The catalyst class is: 12. (3) The catalyst class is: 4. Product: [ClH:35].[CH3:27][NH:26][CH:23]1[CH2:24][CH2:25][CH:20]([O:19][C:10]2[C:9]3[C:8]4[C@@H:7]([CH2:6][O:5][CH2:4][C:1]([NH2:2])=[O:3])[CH2:18][CH2:17][C:16]=4[S:15][C:14]=3[N:13]=[CH:12][N:11]=2)[CH2:21][CH2:22]1. Reactant: [C:1]([CH2:4][O:5][CH2:6][C@H:7]1[CH2:18][CH2:17][C:16]2[S:15][C:14]3[N:13]=[CH:12][N:11]=[C:10]([O:19][CH:20]4[CH2:25][CH2:24][CH:23]([N:26](C)[C:27](=O)OC(C)(C)C)[CH2:22][CH2:21]4)[C:9]=3[C:8]1=2)(=[O:3])[NH2:2].[ClH:35].